Dataset: Catalyst prediction with 721,799 reactions and 888 catalyst types from USPTO. Task: Predict which catalyst facilitates the given reaction. (1) Reactant: N1C=CC=CC=1.[C:7](OC(=O)C)(=[O:9])[CH3:8].[OH:14][CH2:15][C:16]1[N:17]=[CH:18][S:19][C:20]=1/[CH:21]=[CH:22]\[S:23][C:24]1[C@H:25]([CH3:55])[C@@H:26]2[C@@H:43]([C@H:44]([O:46][Si:47]([CH2:52][CH3:53])([CH2:50][CH3:51])[CH2:48][CH3:49])[CH3:45])[C:42](=[O:54])[N:27]2[C:28]=1[C:29]([O:31][CH2:32][C:33]1[CH:38]=[CH:37][C:36]([N+:39]([O-:41])=[O:40])=[CH:35][CH:34]=1)=[O:30].C(OCC)(=O)C. Product: [C:7]([O:14][CH2:15][C:16]1[N:17]=[CH:18][S:19][C:20]=1/[CH:21]=[CH:22]\[S:23][C:24]1[C@H:25]([CH3:55])[C@@H:26]2[C@@H:43]([C@H:44]([O:46][Si:47]([CH2:50][CH3:51])([CH2:48][CH3:49])[CH2:52][CH3:53])[CH3:45])[C:42](=[O:54])[N:27]2[C:28]=1[C:29]([O:31][CH2:32][C:33]1[CH:34]=[CH:35][C:36]([N+:39]([O-:41])=[O:40])=[CH:37][CH:38]=1)=[O:30])(=[O:9])[CH3:8]. The catalyst class is: 1. (2) Reactant: [C:1]([O:5][C:6](=[O:16])[NH:7][C@H:8]([CH2:14][OH:15])[CH2:9][C:10]([CH3:13])([CH3:12])[CH3:11])([CH3:4])([CH3:3])[CH3:2].C(N(CC)CC)C.[S:24](Cl)([CH3:27])(=[O:26])=[O:25]. Product: [C:1]([O:5][C:6]([NH:7][C@@H:8]([CH2:9][C:10]([CH3:13])([CH3:12])[CH3:11])[CH2:14][O:15][S:24]([CH3:27])(=[O:26])=[O:25])=[O:16])([CH3:4])([CH3:2])[CH3:3]. The catalyst class is: 2. (3) Reactant: [C:1]([O:5][C:6](=[O:41])[NH:7][C@H:8]1[CH2:13][CH2:12][C@@H:11]([N:14]2[C:19](=[O:20])[C:18]3[CH:21]=[C:22]([F:25])[CH:23]=[N:24][C:17]=3[N:16]([C:26]3[CH:27]=[C:28]([C:32]4[CH:37]=[CH:36][C:35]([CH:38]=O)=[CH:34][CH:33]=4)[CH:29]=[CH:30][CH:31]=3)[C:15]2=[O:40])[CH2:10][CH2:9]1)([CH3:4])([CH3:3])[CH3:2].Cl.[O:43]1[CH2:49][CH2:48][CH2:47][NH:46][CH2:45][CH2:44]1.C(O[BH-](OC(=O)C)OC(=O)C)(=O)C.[Na+]. Product: [F:25][C:22]1[CH:23]=[N:24][C:17]2[N:16]([C:26]3[CH:27]=[C:28]([C:32]4[CH:37]=[CH:36][C:35]([CH2:38][N:46]5[CH2:47][CH2:48][CH2:49][O:43][CH2:44][CH2:45]5)=[CH:34][CH:33]=4)[CH:29]=[CH:30][CH:31]=3)[C:15](=[O:40])[N:14]([C@@H:11]3[CH2:10][CH2:9][C@H:8]([NH:7][C:6](=[O:41])[O:5][C:1]([CH3:4])([CH3:3])[CH3:2])[CH2:13][CH2:12]3)[C:19](=[O:20])[C:18]=2[CH:21]=1. The catalyst class is: 26. (4) Reactant: [F:1][C:2]1[CH:7]=[C:6]([C:8]([O:10]C)=O)[C:5]([N:12]=[C:13]=[S:14])=[CH:4][C:3]=1[C:15]([O:17]C)=[O:16].[CH3:19][O:20][C:21]1[C:26]([O:27][CH3:28])=[CH:25][N:24]=[C:23]([NH2:29])[N:22]=1.[OH-].[Na+].Cl. Product: [CH3:19][O:20][C:21]1[C:26]([O:27][CH3:28])=[CH:25][N:24]=[C:23]([N:29]2[C:8](=[O:10])[C:6]3[C:5](=[CH:4][C:3]([C:15]([OH:17])=[O:16])=[C:2]([F:1])[CH:7]=3)[NH:12][C:13]2=[S:14])[N:22]=1. The catalyst class is: 3. (5) Reactant: [F:1][C:2]1[CH:7]=[CH:6][C:5]([CH2:8][NH:9][C:10]([C:12]2[N:13]=[C:14]3[C:20]4([NH:23][C:24](=[O:30])[C:25]([N:27]([CH3:29])[CH3:28])=[O:26])[CH2:21][CH2:22][C:17]([CH2:31][O:32]S(C5C=CC(C)=CC=5)(=O)=O)([CH2:18][CH2:19]4)[CH2:16][N:15]3[C:43](=[O:46])[C:44]=2[OH:45])=[O:11])=[CH:4][C:3]=1[CH3:47].C(C(OC(C)(C)C)=O)CC(C(OCC)=O)(C(OCC)=O)CCC(OC(C)(C)C)=O.C([O-])(=O)C.[K+].C([O-])([O-])=O.[K+].[K+].CCO. Product: [F:1][C:2]1[CH:7]=[CH:6][C:5]([CH2:8][NH:9][C:10]([C:12]2[N:13]=[C:14]3[C:20]4([NH:23][C:24](=[O:30])[C:25]([N:27]([CH3:29])[CH3:28])=[O:26])[CH2:21][CH2:22][C:17]([CH2:31][OH:32])([CH2:18][CH2:19]4)[CH2:16][N:15]3[C:43](=[O:46])[C:44]=2[OH:45])=[O:11])=[CH:4][C:3]=1[CH3:47]. The catalyst class is: 80.